This data is from NCI-60 drug combinations with 297,098 pairs across 59 cell lines. The task is: Regression. Given two drug SMILES strings and cell line genomic features, predict the synergy score measuring deviation from expected non-interaction effect. (1) Drug 1: CN1C2=C(C=C(C=C2)N(CCCl)CCCl)N=C1CCCC(=O)O.Cl. Drug 2: CS(=O)(=O)OCCCCOS(=O)(=O)C. Cell line: RXF 393. Synergy scores: CSS=2.23, Synergy_ZIP=0.413, Synergy_Bliss=1.81, Synergy_Loewe=3.43, Synergy_HSA=0.576. (2) Drug 1: CCC1(CC2CC(C3=C(CCN(C2)C1)C4=CC=CC=C4N3)(C5=C(C=C6C(=C5)C78CCN9C7C(C=CC9)(C(C(C8N6C=O)(C(=O)OC)O)OC(=O)C)CC)OC)C(=O)OC)O.OS(=O)(=O)O. Drug 2: C1C(C(OC1N2C=NC3=C2NC=NCC3O)CO)O. Cell line: OVCAR3. Synergy scores: CSS=22.3, Synergy_ZIP=-1.07, Synergy_Bliss=-4.39, Synergy_Loewe=-4.05, Synergy_HSA=-3.91. (3) Drug 1: CCC1=CC2CC(C3=C(CN(C2)C1)C4=CC=CC=C4N3)(C5=C(C=C6C(=C5)C78CCN9C7C(C=CC9)(C(C(C8N6C)(C(=O)OC)O)OC(=O)C)CC)OC)C(=O)OC.C(C(C(=O)O)O)(C(=O)O)O. Drug 2: C1=CC=C(C(=C1)C(C2=CC=C(C=C2)Cl)C(Cl)Cl)Cl. Cell line: UACC62. Synergy scores: CSS=55.2, Synergy_ZIP=2.38, Synergy_Bliss=3.97, Synergy_Loewe=-48.6, Synergy_HSA=3.94.